Dataset: Catalyst prediction with 721,799 reactions and 888 catalyst types from USPTO. Task: Predict which catalyst facilitates the given reaction. (1) Product: [CH3:11][O:10][C:8](=[O:9])[CH:7]([C:12]([CH3:1])([C:14]1[O:15][C:16]([CH3:19])=[CH:17][CH:18]=1)[CH3:13])[C:6]([O:5][CH3:4])=[O:20]. Reactant: [CH3:1][Mg]Cl.[CH3:4][O:5][C:6](=[O:20])[C:7](=[C:12]([C:14]1[O:15][C:16]([CH3:19])=[CH:17][CH:18]=1)[CH3:13])[C:8]([O:10][CH3:11])=[O:9].[NH4+].[Cl-]. The catalyst class is: 804. (2) Reactant: [OH:1][C:2]1[CH:3]=[C:4]([CH:14]=[C:15]([O:17][C@H:18]2[CH2:22][CH2:21][O:20][CH2:19]2)[CH:16]=1)[C:5]([NH:7][C:8]1[CH:12]=[CH:11][N:10]([CH3:13])[N:9]=1)=[O:6].Cl[C:24]1[S:25][C:26]2[C:27](=[O:37])[N:28]([CH3:36])[CH2:29][C:30]([CH3:35])([CH3:34])[CH2:31][C:32]=2[N:33]=1.C(=O)([O-])[O-].[K+].[K+]. Product: [CH3:13][N:10]1[CH:11]=[CH:12][C:8]([NH:7][C:5](=[O:6])[C:4]2[CH:3]=[C:2]([O:1][C:24]3[S:25][C:26]4[C:27](=[O:37])[N:28]([CH3:36])[CH2:29][C:30]([CH3:34])([CH3:35])[CH2:31][C:32]=4[N:33]=3)[CH:16]=[C:15]([O:17][C@H:18]3[CH2:22][CH2:21][O:20][CH2:19]3)[CH:14]=2)=[N:9]1. The catalyst class is: 10. (3) Reactant: [CH3:1][C:2]1[CH:3]=[CH:4][C:5]([S:8]([OH:11])(=[O:10])=[O:9])=[CH:6][CH:7]=1.[CH2:12]1[CH2:22][CH2:21][N:20]2[C:15](=[N:16][CH2:17][CH2:18][CH2:19]2)[CH2:14][CH2:13]1. Product: [CH3:1][C:2]1[CH:7]=[CH:6][C:5]([S:8]([OH:11])(=[O:10])=[O:9])=[CH:4][CH:3]=1.[CH2:12]1[CH2:22][CH2:21][N:20]2[C:15](=[N:16][CH2:17][CH2:18][CH2:19]2)[CH2:14][CH2:13]1. The catalyst class is: 28. (4) Reactant: [CH2:1]([O:3][C:4]1[N:5]([C:14]2[CH:19]=[CH:18][C:17]([O:20][CH2:21][C:22]([F:25])([F:24])[F:23])=[CH:16][CH:15]=2)[C:6](=[O:13])[C:7]2[CH:12]=[CH:11][NH:10][C:8]=2[N:9]=1)[CH3:2].C(O)(=[O:28])C.C(O)(=O)C.I(C1C=CC=CC=1)=O. Product: [CH2:1]([O:3][C:4]1[N:5]([C:14]2[CH:15]=[CH:16][C:17]([O:20][CH2:21][C:22]([F:24])([F:25])[F:23])=[CH:18][CH:19]=2)[C:6](=[O:13])[C:7]2[CH2:12][C:11](=[O:28])[NH:10][C:8]=2[N:9]=1)[CH3:2]. The catalyst class is: 15. (5) Reactant: C(C(CCCC)COC(=O)C[CH2:8][S:9][C:10]1[CH:19]=[C:18]2[C:13]([C:14]([C:23]3[CH:28]=[CH:27][CH:26]=[CH:25][CH:24]=3)=[CH:15][C:16]3[N:17]2[CH:20]=[CH:21][N:22]=3)=[CH:12][CH:11]=1)C.N#N.CC(C)([O-])C.[K+].[CH3:42][O:43][C:44]([C:46]1([C:52]2[CH:57]=C[CH:55]=[C:54](Br)[CH:53]=2)[CH2:51][CH2:50][O:49][CH2:48][CH2:47]1)=[O:45].C1(P(C2C=CC=CC=2)C2C3OC4C(=CC=CC=4P(C4C=CC=CC=4)C4C=CC=CC=4)C(C)(C)C=3C=CC=2)C=CC=CC=1.CCN(C(C)C)C(C)C. Product: [CH3:42][O:43][C:44]([C:46]1([C:52]2[CH:53]=[CH:54][CH:55]=[C:8]([S:9][C:10]3[CH:19]=[C:18]4[C:13]([C:14]([C:23]5[CH:28]=[CH:27][CH:26]=[CH:25][CH:24]=5)=[CH:15][C:16]5[N:17]4[CH:20]=[CH:21][N:22]=5)=[CH:12][CH:11]=3)[CH:57]=2)[CH2:47][CH2:48][O:49][CH2:50][CH2:51]1)=[O:45]. The catalyst class is: 62. (6) Reactant: [Cl:1][C:2]1[CH:7]=[CH:6][CH:5]=[C:4](F)[C:3]=1[N+:9]([O-:11])=[O:10].[NH2:12][CH:13]([CH2:17][CH3:18])[C:14]([OH:16])=[O:15].C([O-])([O-])=O.[K+].[K+].O. Product: [Cl:1][C:2]1[C:3]([N+:9]([O-:11])=[O:10])=[C:4]([NH:12][CH:13]([CH2:17][CH3:18])[C:14]([OH:16])=[O:15])[CH:5]=[CH:6][CH:7]=1. The catalyst class is: 16. (7) Reactant: [Br:1][C:2]1[CH:10]=[C:9]2[C:5]([C:6]([CH3:13])([CH3:12])[C:7](=[O:11])[NH:8]2)=[CH:4][CH:3]=1.Br[CH2:15][C:16]1[CH:21]=[CH:20][C:19]([O:22][CH3:23])=[CH:18][CH:17]=1.C(=O)([O-])[O-].[Cs+].[Cs+]. Product: [Br:1][C:2]1[CH:10]=[C:9]2[C:5]([C:6]([CH3:13])([CH3:12])[C:7](=[O:11])[N:8]2[CH2:15][C:16]2[CH:21]=[CH:20][C:19]([O:22][CH3:23])=[CH:18][CH:17]=2)=[CH:4][CH:3]=1. The catalyst class is: 3.